This data is from Peptide-MHC class II binding affinity with 134,281 pairs from IEDB. The task is: Regression. Given a peptide amino acid sequence and an MHC pseudo amino acid sequence, predict their binding affinity value. This is MHC class II binding data. (1) The peptide sequence is PELKPGESRHTSDHM. The MHC is DRB1_0405 with pseudo-sequence DRB1_0405. The binding affinity (normalized) is 0.0352. (2) The peptide sequence is FAGAWCVPKVTFTVE. The MHC is DRB3_0101 with pseudo-sequence DRB3_0101. The binding affinity (normalized) is 0.198. (3) The binding affinity (normalized) is 0.998. The MHC is DRB1_0401 with pseudo-sequence DRB1_0401. The peptide sequence is AFKVAATAANAAVAN. (4) The peptide sequence is EEPDDIDCWCYGVEN. The MHC is HLA-DQA10102-DQB10501 with pseudo-sequence HLA-DQA10102-DQB10501. The binding affinity (normalized) is 0. (5) The peptide sequence is KGSNPNYLALLVKYV. The MHC is DRB1_0802 with pseudo-sequence DRB1_0802. The binding affinity (normalized) is 0.345. (6) The peptide sequence is AMSKVRKDISEWQPS. The MHC is HLA-DQA10201-DQB10402 with pseudo-sequence HLA-DQA10201-DQB10402. The binding affinity (normalized) is 0.175. (7) The peptide sequence is HSNWRAMASDFNLPP. The MHC is DRB4_0101 with pseudo-sequence DRB4_0103. The binding affinity (normalized) is 0.366. (8) The peptide sequence is CPAGHAVGIFRAAVCTRGVA. The MHC is DRB1_0401 with pseudo-sequence DRB1_0401. The binding affinity (normalized) is 0.416. (9) The peptide sequence is QITKIQNFRVYYRDSRDPIW. The MHC is DRB4_0101 with pseudo-sequence DRB4_0103. The binding affinity (normalized) is 0.294.